This data is from Reaction yield outcomes from USPTO patents with 853,638 reactions. The task is: Predict the reaction yield, written as a fraction of the theoretical maximum amount of product (1.0 means a 100% yield; for example, 0.34 means a 34% yield). (1) The reactants are [CH3:1][O:2][C:3]1[C:4]([NH:27][C:28]2[N:33]=[C:32]([C:34]3[C:42]4[C:37](=[CH:38][CH:39]=[CH:40][CH:41]=4)[N:36]([CH3:43])[CH:35]=3)[CH:31]=[CH:30][N:29]=2)=[CH:5][C:6]([NH:22][C:23](=[O:26])[CH:24]=[CH2:25])=[C:7]([N:9]([CH3:21])[CH2:10][CH2:11][N:12](C)[C:13](=O)OC(C)(C)C)[CH:8]=1. The catalyst is C(Cl)Cl.C(O)(C(F)(F)F)=O. The product is [CH3:1][O:2][C:3]1[C:4]([NH:27][C:28]2[N:33]=[C:32]([C:34]3[C:42]4[C:37](=[CH:38][CH:39]=[CH:40][CH:41]=4)[N:36]([CH3:43])[CH:35]=3)[CH:31]=[CH:30][N:29]=2)=[CH:5][C:6]([NH:22][C:23](=[O:26])[CH:24]=[CH2:25])=[C:7]([N:9]([CH3:21])[CH2:10][CH2:11][NH:12][CH3:13])[CH:8]=1. The yield is 0.410. (2) The reactants are [CH2:1]([N:8]([CH3:17])[CH2:9][CH2:10][CH:11]1[CH2:16][CH2:15][NH:14][CH2:13][CH2:12]1)[C:2]1[CH:7]=[CH:6][CH:5]=[CH:4][CH:3]=1.Br.Br[C:20]1[CH:25]=[CH:24][N:23]=[CH:22][CH:21]=1.CCN(C(C)C)C(C)C. The catalyst is C(O)CCC. The product is [CH2:1]([N:8]([CH3:17])[CH2:9][CH2:10][CH:11]1[CH2:16][CH2:15][N:14]([C:20]2[CH:25]=[CH:24][N:23]=[CH:22][CH:21]=2)[CH2:13][CH2:12]1)[C:2]1[CH:7]=[CH:6][CH:5]=[CH:4][CH:3]=1. The yield is 0.560. (3) The reactants are Cl.[CH3:2][C:3]([CH3:8])([CH3:7])[C:4]([NH2:6])=O.Br[CH2:10][C:11]([C:13]1[CH:18]=[CH:17][C:16]([CH3:19])=[CH:15][CH:14]=1)=O.C([O-])([O-])=O.[K+].[K+].C[N:27](C=O)C. No catalyst specified. The product is [C:3]([C:4]1[NH:27][C:11]([C:13]2[CH:18]=[CH:17][C:16]([CH3:19])=[CH:15][CH:14]=2)=[CH:10][N:6]=1)([CH3:8])([CH3:7])[CH3:2]. The yield is 0.490. (4) The reactants are [NH2:1][C:2]1[C:7]2=[C:8]([C:19]3[CH:24]=[CH:23][C:22]([NH2:25])=[CH:21][CH:20]=3)[C:9]([C:11](NCC(F)(F)F)=[O:12])=[CH:10][N:6]2[N:5]=[CH:4][N:3]=1.C([N:33]1[CH:37]=[CH:36][N:35]=[CH:34]1)([N:33]1[CH:37]=[CH:36][N:35]=[CH:34]1)=S.NC1[CH:44]=[C:43]([F:45])[CH:42]=[C:41]([F:46])C=1N.C(N=C=N[CH:54]([CH3:56])C)(C)C.CN(C=[O:61])C. The catalyst is C1COCC1. The product is [NH2:1][C:2]1[C:7]2=[C:8]([C:19]3[CH:24]=[CH:23][C:22]([NH:25][C:34]4[NH:33][C:37]5[C:41]([F:46])=[CH:42][C:43]([F:45])=[CH:44][C:36]=5[N:35]=4)=[CH:21][CH:20]=3)[C:9]([C:11]([O:61][CH2:54][CH3:56])=[O:12])=[CH:10][N:6]2[N:5]=[CH:4][N:3]=1. The yield is 0.680. (5) The reactants are C([O:5][C:6]([C:8]1[C:16]2[C:11](=[CH:12][C:13]([C:17]3(O)[CH2:22][CH2:21][O:20][CH2:19][CH2:18]3)=[CH:14][CH:15]=2)[NH:10][N:9]=1)=[O:7])(C)(C)C. The catalyst is FC(F)(F)C(O)=O. The product is [O:20]1[CH2:19][CH:18]=[C:17]([C:13]2[CH:12]=[C:11]3[C:16]([C:8]([C:6]([OH:7])=[O:5])=[N:9][NH:10]3)=[CH:15][CH:14]=2)[CH2:22][CH2:21]1. The yield is 0.760. (6) The reactants are Cl[C:2]1[N:7]=[C:6]2[CH2:8][O:9][C:10]3[CH:20]=[CH:19][CH:18]=[CH:17][C:11]=3/[C:12](=[C:13](\[CH3:16])/[C:14]#[N:15])/[C:5]2=[CH:4][CH:3]=1.Cl[C:22]1[N:27]=[C:26]2[CH2:28][O:29][C:30]3[CH:40]=[CH:39][CH:38]=[CH:37][C:31]=3/[C:32](=[C:33](/[CH3:36])\[C:34]#[N:35])/[C:25]2=[CH:24][CH:23]=1.Br[C:42]1C=CC2=[C:46]([CH:62]=1)[O:47][CH2:48]C1C=CC=CC=1/C/2=C1\C(CC#N)C\1.BrC1C=CC2=C(C=1)[O:69]CC1C=CC=CC=1/C/2=C1/C(CC#N)C/1. No catalyst specified. The product is [C:14](/[C:13](=[C:12]1/[C:11]2[CH:17]=[CH:18][CH:19]=[CH:20][C:10]=2[O:9][CH2:8][C:6]2[C:5]/1=[CH:4][CH:3]=[C:2]([C:30]([O:29][CH2:28][CH2:26][CH3:25])=[O:47])[N:7]=2)/[CH3:16])#[N:15].[C:34](/[C:33](=[C:32]1\[C:31]2[CH:37]=[CH:38][CH:39]=[CH:40][C:30]=2[O:29][CH2:28][C:26]2[C:25]\1=[CH:24][CH:23]=[C:22]([C:48]([O:47][CH2:46][CH2:62][CH3:42])=[O:69])[N:27]=2)/[CH3:36])#[N:35]. The yield is 0.350.